From a dataset of Reaction yield outcomes from USPTO patents with 853,638 reactions. Predict the reaction yield, written as a fraction of the theoretical maximum amount of product (1.0 means a 100% yield; for example, 0.34 means a 34% yield). (1) The reactants are N[C:2]1[N:6]([C:7]2[CH:16]=[C:15]3[C:10]([CH2:11][CH2:12][N:13]([C:17]([O:19][C:20]([CH3:23])([CH3:22])[CH3:21])=[O:18])[CH2:14]3)=[CH:9][CH:8]=2)[N:5]=[C:4]([C:24]([CH3:27])([CH3:26])[CH3:25])[CH:3]=1.[C:28](Cl)([O:30][CH2:31][C:32]([Cl:35])([Cl:34])[Cl:33])=[O:29].C([O-])(O)=O.[Na+]. The catalyst is CCOC(C)=O. The product is [C:24]([C:4]1[CH:3]=[C:2]([C:28]([O:30][CH2:31][C:32]([Cl:35])([Cl:34])[Cl:33])=[O:29])[N:6]([C:7]2[CH:16]=[C:15]3[C:10]([CH2:11][CH2:12][N:13]([C:17]([O:19][C:20]([CH3:21])([CH3:23])[CH3:22])=[O:18])[CH2:14]3)=[CH:9][CH:8]=2)[N:5]=1)([CH3:26])([CH3:27])[CH3:25]. The yield is 0.940. (2) The reactants are C(OC([N:11]1[CH2:16][CH2:15][CH2:14][C@H:13]([C:17](=[O:25])[NH:18][C:19]2[CH:24]=[CH:23][CH:22]=[CH:21][CH:20]=2)[CH2:12]1)=O)C1C=CC=CC=1.[H][H]. The catalyst is CO.[Pd]. The product is [C:19]1([NH:18][C:17]([CH:13]2[CH2:14][CH2:15][CH2:16][NH:11][CH2:12]2)=[O:25])[CH:20]=[CH:21][CH:22]=[CH:23][CH:24]=1. The yield is 0.990. (3) The reactants are [H-].[Na+].[OH:3]/[N:4]=[C:5](\[CH3:11])/[C:6]([O:8]CC)=[O:7].Cl[CH2:13][C:14]1[CH:33]=[CH:32][C:17]([O:18][CH2:19][C:20]2[N:21]=[C:22]([C:26]3[CH:31]=[CH:30][CH:29]=[CH:28][CH:27]=3)[O:23][C:24]=2[CH3:25])=[CH:16][CH:15]=1.Cl.C(=O)(O)[O-].[Na+]. The catalyst is CN(C)C=O. The product is [CH3:25][C:24]1[O:23][C:22]([C:26]2[CH:31]=[CH:30][CH:29]=[CH:28][CH:27]=2)=[N:21][C:20]=1[CH2:19][O:18][C:17]1[CH:32]=[CH:33][C:14]([CH2:13][O:3]/[N:4]=[C:5](\[CH3:11])/[C:6]([OH:8])=[O:7])=[CH:15][CH:16]=1. The yield is 0.700. (4) The reactants are [OH:1][CH2:2][CH:3]1[CH2:9][CH2:8][CH2:7][N:6]([C:10]([O:12][CH2:13][C:14]2[CH:19]=[CH:18][CH:17]=[CH:16][CH:15]=2)=[O:11])[CH2:5][CH2:4]1.C(N(CC)CC)C.[S:27](Cl)([C:30]1[CH:36]=[CH:35][C:33]([CH3:34])=[CH:32][CH:31]=1)(=[O:29])=[O:28].C(OCC)(=O)C.CCCCCC. The catalyst is ClCCl. The product is [S:27]([O:1][CH2:2][CH:3]1[CH2:9][CH2:8][CH2:7][N:6]([C:10]([O:12][CH2:13][C:14]2[CH:15]=[CH:16][CH:17]=[CH:18][CH:19]=2)=[O:11])[CH2:5][CH2:4]1)([C:30]1[CH:36]=[CH:35][C:33]([CH3:34])=[CH:32][CH:31]=1)(=[O:29])=[O:28]. The yield is 0.630. (5) No catalyst specified. The yield is 0.110. The reactants are [CH2:1]([O:3][C:4](=[O:32])[NH:5][C@@H:6]([C:26]1[CH:31]=[CH:30][CH:29]=[CH:28][CH:27]=1)[C:7]([N:9]1[CH2:13][CH2:12][CH2:11][C@@H:10]1[C:14](=[O:25])[NH:15][C:16]1[N:17]=[C:18]2[N:22]([CH:23]=1)[CH:21]=[C:20](Br)[S:19]2)=[O:8])[CH3:2].[CH3:33][O:34][C:35](=[O:68])[NH:36][C@H:37]([C:41]([N:43]1[CH2:47][CH2:46][CH2:45][C@H:44]1[C:48]1[NH:49][C:50]([C:53]2[CH:58]=[CH:57][C:56](B3OC(C)(C)C(C)(C)O3)=[CH:55][CH:54]=2)=[CH:51][N:52]=1)=[O:42])[CH:38]([CH3:40])[CH3:39]. The product is [CH3:33][O:34][C:35](=[O:68])[NH:36][C@H:37]([C:41]([N:43]1[CH2:47][CH2:46][CH2:45][C@H:44]1[C:48]1[NH:49][C:50]([C:53]2[CH:54]=[CH:55][C:56]([C:20]3[S:19][C:18]4=[N:17][C:16]([NH:15][C:14]([C@@H:10]5[CH2:11][CH2:12][CH2:13][N:9]5[C:7](=[O:8])[C@H:6]([NH:5][C:4]([O:3][CH2:1][CH3:2])=[O:32])[C:26]5[CH:31]=[CH:30][CH:29]=[CH:28][CH:27]=5)=[O:25])=[CH:23][N:22]4[CH:21]=3)=[CH:57][CH:58]=2)=[CH:51][N:52]=1)=[O:42])[CH:38]([CH3:40])[CH3:39]. (6) The reactants are [C:1]1([C:7]#[CH:8])[CH:6]=[CH:5][CH:4]=[CH:3][CH:2]=1.Br[C:10]1[S:11][C:12]([C:15]([O:17][CH2:18][CH3:19])=[O:16])=[CH:13][N:14]=1.C(N(CC)CC)C. The catalyst is Cl[Pd](Cl)([P](C1C=CC=CC=1)(C1C=CC=CC=1)C1C=CC=CC=1)[P](C1C=CC=CC=1)(C1C=CC=CC=1)C1C=CC=CC=1.[Cu]I.O1CCCC1. The product is [CH2:18]([O:17][C:15]([C:12]1[S:11][C:10]([C:8]#[C:7][C:1]2[CH:6]=[CH:5][CH:4]=[CH:3][CH:2]=2)=[N:14][CH:13]=1)=[O:16])[CH3:19]. The yield is 0.730. (7) The reactants are Cl.Cl.[C:3]1([C:40]2[CH:45]=[CH:44][CH:43]=[CH:42][CH:41]=2)[CH:8]=[CH:7][CH:6]=[CH:5][C:4]=1[NH:9][C:10]([O:12][CH:13]1[CH2:18][CH2:17][N:16]([CH2:19][CH2:20][N:21]([CH3:39])[C:22](=[O:38])[CH2:23][CH2:24][CH2:25][CH2:26][CH2:27][NH:28][C:29]2[CH:37]=[CH:36][C:32]([C:33](O)=[O:34])=[CH:31][CH:30]=2)[CH2:15][CH2:14]1)=[O:11].[N:46]1([C:53]([O:55][C:56]([CH3:59])([CH3:58])[CH3:57])=[O:54])[CH2:52][CH2:51][CH2:50][NH:49][CH2:48][CH2:47]1. No catalyst specified. The product is [C:3]1([C:40]2[CH:45]=[CH:44][CH:43]=[CH:42][CH:41]=2)[CH:8]=[CH:7][CH:6]=[CH:5][C:4]=1[NH:9][C:10]([O:12][CH:13]1[CH2:14][CH2:15][N:16]([CH2:19][CH2:20][N:21]([CH3:39])[C:22](=[O:38])[CH2:23][CH2:24][CH2:25][CH2:26][CH2:27][NH:28][C:29]2[CH:37]=[CH:36][C:32]([C:33]([N:49]3[CH2:50][CH2:51][CH2:52][N:46]([C:53]([O:55][C:56]([CH3:59])([CH3:58])[CH3:57])=[O:54])[CH2:47][CH2:48]3)=[O:34])=[CH:31][CH:30]=2)[CH2:17][CH2:18]1)=[O:11]. The yield is 0.200. (8) The reactants are [C:1]([Si:5]([O:8][CH2:9][C:10]1[CH:15]=[C:14]([F:16])[C:13]([N:17]=[C:18]=[O:19])=[CH:12][C:11]=1[F:20])([CH3:7])[CH3:6])([CH3:4])([CH3:3])[CH3:2].[OH:21][CH2:22][CH2:23][N:24]([CH3:46])[C@H:25]1[CH2:30][CH2:29][C@H:28]([O:31][C:32]([C:41]2[S:42][CH:43]=[CH:44][CH:45]=2)([C:36]2[S:37][CH:38]=[CH:39][CH:40]=2)[C:33]([O-:35])=[O:34])[CH2:27][CH2:26]1. No catalyst specified. The product is [C:1]([Si:5]([O:8][CH2:9][C:10]1[CH:15]=[C:14]([F:16])[C:13]([N:17]=[C:18]=[O:19])=[CH:12][C:11]=1[F:20])([CH3:7])[CH3:6])([CH3:4])([CH3:2])[CH3:3].[OH:21][CH2:22][CH2:23][N:24]([CH3:46])[C@H:25]1[CH2:30][CH2:29][C@H:28]([O:31][C:32]([C:36]2[S:37][CH:38]=[CH:39][CH:40]=2)([C:41]2[S:42][CH:43]=[CH:44][CH:45]=2)[C:33]([O-:35])=[O:34])[CH2:27][CH2:26]1.[CH:25]([NH:24][CH2:23][CH2:18][NH:17][CH:13]([CH3:12])[CH3:14])([CH3:30])[CH3:26]. The yield is 0.410. (9) The reactants are [CH3:1][C:2]1[C:6]([CH2:7][N:8]2[CH:12]=[C:11]([NH2:13])[CH:10]=[N:9]2)=[C:5]([CH3:14])[O:4][N:3]=1.[CH2:15]([N:23]=[C:24]=[O:25])[CH2:16][C:17]1[CH:22]=[CH:21][CH:20]=[CH:19][CH:18]=1. No catalyst specified. The product is [CH3:1][C:2]1[C:6]([CH2:7][N:8]2[CH:12]=[C:11]([NH:13][C:24]([NH:23][CH2:15][CH2:16][C:17]3[CH:22]=[CH:21][CH:20]=[CH:19][CH:18]=3)=[O:25])[CH:10]=[N:9]2)=[C:5]([CH3:14])[O:4][N:3]=1. The yield is 0.290.